Dataset: Full USPTO retrosynthesis dataset with 1.9M reactions from patents (1976-2016). Task: Predict the reactants needed to synthesize the given product. (1) Given the product [N:41]1[CH:37]=[CH:36][CH:35]=[C:40]([O:54][C:25]2[CH:24]=[C:23]([NH:28][C:10]([C:2]3[NH:1][C:5]4[CH:6]=[CH:7][CH:8]=[C:9]([CH3:45])[C:4]=4[N:3]=3)=[O:12])[CH:22]=[CH:27][CH:26]=2)[CH:39]=1, predict the reactants needed to synthesize it. The reactants are: [N:1]1[C:5]2[CH:6]=[CH:7][CH:8]=[CH:9][C:4]=2[NH:3][C:2]=1[C:10]([OH:12])=O.CN(C(ON1N=[N:28][C:23]2[CH:24]=[CH:25][CH:26]=[CH:27][C:22]1=2)=[N+](C)C)C.[B-](F)(F)(F)F.[CH:35]1[CH:36]=[CH:37]C2N(O)N=[N:41][C:39]=2[CH:40]=1.[CH3:45]CN(C(C)C)C(C)C.[OH2:54]. (2) Given the product [NH:1]1[C:9]2[C:4](=[CH:5][C:6]([NH:10][C:11]3[C:20]4[C:15](=[CH:16][CH:17]=[CH:18][CH:19]=4)[N:14]=[C:13]([C:21]4[CH:22]=[C:23]([CH:29]=[CH:30][CH:31]=4)[O:24][CH2:25][C:26]([NH:74][C@@H:75]4[CH2:79][CH2:78][N:77]([C:80]([O:82][C:83]([CH3:86])([CH3:85])[CH3:84])=[O:81])[CH2:76]4)=[O:28])[N:12]=3)=[CH:7][CH:8]=2)[CH:3]=[N:2]1, predict the reactants needed to synthesize it. The reactants are: [NH:1]1[C:9]2[C:4](=[CH:5][C:6]([NH:10][C:11]3[C:20]4[C:15](=[CH:16][CH:17]=[CH:18][CH:19]=4)[N:14]=[C:13]([C:21]4[CH:22]=[C:23]([CH:29]=[CH:30][CH:31]=4)[O:24][CH2:25][C:26]([OH:28])=O)[N:12]=3)=[CH:7][CH:8]=2)[CH:3]=[N:2]1.C1CN([P+](ON2N=NC3C=CC=CC2=3)(N2CCCC2)N2CCCC2)CC1.F[P-](F)(F)(F)(F)F.CCN(C(C)C)C(C)C.[NH2:74][C@@H:75]1[CH2:79][CH2:78][N:77]([C:80]([O:82][C:83]([CH3:86])([CH3:85])[CH3:84])=[O:81])[CH2:76]1. (3) Given the product [NH2:8][CH2:9][C:10]([O:12][C@H:13]1[CH2:17][CH2:16][CH2:15][C@@H:14]1[NH:18][C:19]1[CH:24]=[C:23]([N:25]2[C:33]3[CH2:32][C:31]([CH3:34])([CH3:35])[CH2:30][C:29](=[O:36])[C:28]=3[C:27]([CH3:37])=[N:26]2)[CH:22]=[C:21]([F:38])[C:20]=1[C:39](=[O:41])[NH2:40])=[O:11], predict the reactants needed to synthesize it. The reactants are: C(OC([NH:8][CH2:9][C:10]([O:12][C@H:13]1[CH2:17][CH2:16][CH2:15][C@@H:14]1[NH:18][C:19]1[CH:24]=[C:23]([N:25]2[C:33]3[CH2:32][C:31]([CH3:35])([CH3:34])[CH2:30][C:29](=[O:36])[C:28]=3[C:27]([CH3:37])=[N:26]2)[CH:22]=[C:21]([F:38])[C:20]=1[C:39](=[O:41])[NH2:40])=[O:11])=O)(C)(C)C.CS(O)(=O)=O. (4) Given the product [Cl:1][C:2]1[CH:7]=[C:6]([NH:8][C:9]2[CH:14]=[CH:13][C:12]([F:15])=[CH:11][C:10]=2[F:16])[CH:5]=[CH:4][C:3]=1[C:17]([C:19]1[CH:24]=[C:23]([C:25]#[C:26][Si:27]([CH3:30])([CH3:29])[CH3:28])[CH:22]=[CH:21][C:20]=1[O:40][CH3:39])=[O:18], predict the reactants needed to synthesize it. The reactants are: [Cl:1][C:2]1[CH:7]=[C:6]([NH:8][C:9]2[CH:14]=[CH:13][C:12]([F:15])=[CH:11][C:10]=2[F:16])[CH:5]=[CH:4][C:3]=1[C:17]([C:19]1[CH:24]=[C:23]([C:25]#[C:26][Si:27]([CH3:30])([CH3:29])[CH3:28])[CH:22]=[CH:21][C:20]=1C)=[O:18].BrC1C=CC(OC)=C([C:39](C2C=CC(NC3C=CC(F)=CC=3F)=CC=2Cl)=[O:40])C=1.C([Si](C)(C)C)#C. (5) Given the product [ClH:1].[ClH:1].[ClH:1].[ClH:1].[N:2]1([CH2:8][CH2:9][CH2:10][O:11][C:12]2[CH:13]=[C:14]([CH2:28][CH2:29][CH2:30][CH2:31][C:32]3[CH:37]=[CH:36][C:35]([O:38][CH2:39][CH2:40][CH2:41][N:42]4[CH2:43][CH2:44][CH2:45][CH2:46][CH2:47]4)=[C:34]([O:48][CH2:49][CH2:50][CH2:51][N:52]4[CH2:53][CH2:54][CH2:55][CH2:56][CH2:57]4)[CH:33]=3)[CH:15]=[CH:16][C:17]=2[O:18][CH2:19][CH2:20][CH2:21][N:22]2[CH2:23][CH2:24][CH2:25][CH2:26][CH2:27]2)[CH2:7][CH2:6][CH2:5][CH2:4][CH2:3]1, predict the reactants needed to synthesize it. The reactants are: [ClH:1].[N:2]1([CH2:8][CH2:9][CH2:10][O:11][C:12]2[CH:13]=[C:14]([CH2:28][CH2:29][CH2:30][CH2:31][C:32]3[CH:37]=[CH:36][C:35]([O:38][CH2:39][CH2:40][CH2:41][N:42]4[CH2:47][CH2:46][CH2:45][CH2:44][CH2:43]4)=[C:34]([O:48][CH2:49][CH2:50][CH2:51][N:52]4[CH2:57][CH2:56][CH2:55][CH2:54][CH2:53]4)[CH:33]=3)[CH:15]=[CH:16][C:17]=2[O:18][CH2:19][CH2:20][CH2:21][N:22]2[CH2:27][CH2:26][CH2:25][CH2:24][CH2:23]2)[CH2:7][CH2:6][CH2:5][CH2:4][CH2:3]1.CCOCC.